Predict which catalyst facilitates the given reaction. From a dataset of Catalyst prediction with 721,799 reactions and 888 catalyst types from USPTO. (1) Reactant: [CH2:1]([NH:3][C:4]([NH:6][C:7]1[S:8][C:9]2[C:15]([S:16][C:17]3[CH:22]=[CH:21][CH:20]=[CH:19][CH:18]=3)=[CH:14][CH:13]=[CH:12][C:10]=2[N:11]=1)=[O:5])[CH3:2].C1C=C(Cl)C=C(C(OO)=[O:31])C=1. Product: [CH2:1]([NH:3][C:4]([NH:6][C:7]1[S:8][C:9]2[C:15]([S:16]([C:17]3[CH:22]=[CH:21][CH:20]=[CH:19][CH:18]=3)=[O:31])=[CH:14][CH:13]=[CH:12][C:10]=2[N:11]=1)=[O:5])[CH3:2]. The catalyst class is: 2. (2) Product: [Si:1]([O:8][C:9]1[CH:10]=[CH:11][C:12]([CH2:19][CH2:20][C:21]([O:23][C:24]([CH3:27])([CH3:26])[CH3:25])=[O:22])=[C:13]2[C:18]=1[N:17]=[CH:16][CH:15]=[CH:14]2)([C:4]([CH3:7])([CH3:6])[CH3:5])([CH3:3])[CH3:2]. Reactant: [Si:1]([O:8][C:9]1[CH:10]=[CH:11][C:12](/[CH:19]=[CH:20]/[C:21]([O:23][C:24]([CH3:27])([CH3:26])[CH3:25])=[O:22])=[C:13]2[C:18]=1[N:17]=[CH:16][CH:15]=[CH:14]2)([C:4]([CH3:7])([CH3:6])[CH3:5])([CH3:3])[CH3:2]. The catalyst class is: 11. (3) Reactant: [C:1]1([S:7]([N:10]2[C:18]3[C:13](=[CH:14][C:15]([C:20](=O)[CH3:21])=[CH:16][C:17]=3[F:19])[CH:12]=[C:11]2[CH3:23])(=[O:9])=[O:8])[CH:6]=[CH:5][CH:4]=[CH:3][CH:2]=1.[CH3:24][C:25]([S@@:28]([NH2:30])=[O:29])([CH3:27])[CH3:26]. Product: [C:1]1([S:7]([N:10]2[C:18]3[C:13](=[CH:14][C:15]([C:20](=[N:30][S@:28]([C:25]([CH3:27])([CH3:26])[CH3:24])=[O:29])[CH3:21])=[CH:16][C:17]=3[F:19])[CH:12]=[C:11]2[CH3:23])(=[O:9])=[O:8])[CH:6]=[CH:5][CH:4]=[CH:3][CH:2]=1. The catalyst class is: 220.